Task: Predict which catalyst facilitates the given reaction.. Dataset: Catalyst prediction with 721,799 reactions and 888 catalyst types from USPTO (1) Reactant: C1(C(C2C=CC=CC=2)CNC(=O)[C@H](NS(C2C=CC=CC=2[N+]([O-])=O)(=O)=O)CC2C=CC=CC=2)C=CC=CC=1.C(N1C=C(CCO)N=C1)(C1C=CC=CC=1)(C1C=CC=CC=1)C1C=CC=CC=1.C1(P(C2C=CC=CC=2)C2C=CC=CC=2)C=CC=CC=1.[N:85]([C:94]([O:96][C:97]([CH3:100])([CH3:99])[CH3:98])=[O:95])=[N:86][C:87]([O:89][C:90]([CH3:93])([CH3:92])[CH3:91])=[O:88]. Product: [NH:85]([C:94]([O:96][C:97]([CH3:100])([CH3:99])[CH3:98])=[O:95])[NH:86][C:87]([O:89][C:90]([CH3:91])([CH3:92])[CH3:93])=[O:88]. The catalyst class is: 2. (2) Reactant: C[Si]([N-][Si](C)(C)C)(C)C.[Na+].[C:11](#[N:13])[CH3:12].[CH2:14]([O:21][C:22]1[CH:27]=[CH:26][C:25]([CH2:28][C@H:29]([N:40]([CH2:48][C:49]2[CH:54]=[CH:53][CH:52]=[CH:51][CH:50]=2)[CH2:41][C:42]2[CH:47]=[CH:46][CH:45]=[CH:44][CH:43]=2)[C:30](OCC2C=CC=CC=2)=[O:31])=[CH:24][CH:23]=1)[C:15]1[CH:20]=[CH:19][CH:18]=[CH:17][CH:16]=1.[NH4+].[Cl-]. Product: [CH2:14]([O:21][C:22]1[CH:27]=[CH:26][C:25]([CH2:28][C@H:29]([N:40]([CH2:41][C:42]2[CH:47]=[CH:46][CH:45]=[CH:44][CH:43]=2)[CH2:48][C:49]2[CH:50]=[CH:51][CH:52]=[CH:53][CH:54]=2)[C:30](=[O:31])[CH2:12][C:11]#[N:13])=[CH:24][CH:23]=1)[C:15]1[CH:16]=[CH:17][CH:18]=[CH:19][CH:20]=1. The catalyst class is: 20. (3) Reactant: [F:1][C:2]1([F:15])[CH2:7][CH2:6][N:5]([C:8]([O:10][C:11]([CH3:14])([CH3:13])[CH3:12])=[O:9])[CH2:4][CH2:3]1.CN(C)CCN(C)C.[C:24](=[O:26])=[O:25]. Product: [C:11]([O:10][C:8]([N:5]1[CH2:4][CH2:3][C:2]([F:1])([F:15])[CH2:7][CH:6]1[C:24]([OH:26])=[O:25])=[O:9])([CH3:12])([CH3:14])[CH3:13]. The catalyst class is: 28. (4) Reactant: [CH3:1][O:2][C:3]1[C:16]2[C:15]3[NH:14][CH2:13][CH2:12][CH2:11][C:10]=3[C:9](=[O:17])[N:8]([CH2:18][O:19][CH3:20])[C:7]=2[CH:6]=[C:5]([CH2:21][NH:22][N:23]2[CH2:28][CH2:27][O:26][CH2:25][CH2:24]2)[CH:4]=1.[C:29](=O)([O-])[O-].[K+].[K+].IC. Product: [CH3:1][O:2][C:3]1[C:16]2[C:15]3[NH:14][CH2:13][CH2:12][CH2:11][C:10]=3[C:9](=[O:17])[N:8]([CH2:18][O:19][CH3:20])[C:7]=2[CH:6]=[C:5]([CH2:21][N:22]([CH3:29])[N:23]2[CH2:24][CH2:25][O:26][CH2:27][CH2:28]2)[CH:4]=1. The catalyst class is: 10. (5) Reactant: [C:1]([C:3]1[N:8]=[C:7]([CH2:9][NH:10][C:11](=[O:17])[O:12][C:13]([CH3:16])([CH3:15])[CH3:14])[CH:6]=[CH:5][CH:4]=1)#[N:2].[C:18](OC)(=[O:26])[C:19]1[C:20](=[CH:22][CH:23]=[CH:24][CH:25]=1)[SH:21].C(N(CC)CC)C. Product: [O:26]=[C:18]1[C:19]2[CH:25]=[CH:24][CH:23]=[CH:22][C:20]=2[S:21][C:1]([C:3]2[N:8]=[C:7]([CH2:9][NH:10][C:11](=[O:17])[O:12][C:13]([CH3:14])([CH3:16])[CH3:15])[CH:6]=[CH:5][CH:4]=2)=[N:2]1. The catalyst class is: 11.